This data is from Full USPTO retrosynthesis dataset with 1.9M reactions from patents (1976-2016). The task is: Predict the reactants needed to synthesize the given product. (1) Given the product [F:1][C:2]1[CH:25]=[CH:24][C:5]([CH2:6][N:7]([O:17][CH:18]2[CH2:23][CH2:22][CH2:21][CH2:20][O:19]2)[C:8]([C:10]2[CH:15]=[C:14]([C:32]3[CH:37]=[CH:36][CH:35]=[CH:34][CH:33]=3)[CH:13]=[CH:12][N:11]=2)=[O:9])=[CH:4][CH:3]=1, predict the reactants needed to synthesize it. The reactants are: [F:1][C:2]1[CH:25]=[CH:24][C:5]([CH2:6][N:7]([O:17][CH:18]2[CH2:23][CH2:22][CH2:21][CH2:20][O:19]2)[C:8]([C:10]2[CH:15]=[C:14](Br)[CH:13]=[CH:12][N:11]=2)=[O:9])=[CH:4][CH:3]=1.C(=O)([O-])[O-].[Na+].[Na+].[C:32]1(B(O)O)[CH:37]=[CH:36][CH:35]=[CH:34][CH:33]=1. (2) Given the product [CH3:1][O:2][C:3]1[N:8]=[C:7]([C:9]2[CH:10]=[C:11]([S:15]([NH2:32])(=[O:17])=[O:16])[CH:12]=[CH:13][CH:14]=2)[CH:6]=[C:5]([NH:19][CH2:20][CH2:21][C:22]2[CH:27]=[CH:26][C:25]([O:28][CH3:29])=[CH:24][CH:23]=2)[N:4]=1, predict the reactants needed to synthesize it. The reactants are: [CH3:1][O:2][C:3]1[N:8]=[C:7]([C:9]2[CH:10]=[C:11]([S:15](Cl)(=[O:17])=[O:16])[CH:12]=[CH:13][CH:14]=2)[CH:6]=[C:5]([NH:19][CH2:20][CH2:21][C:22]2[CH:27]=[CH:26][C:25]([O:28][CH3:29])=[CH:24][CH:23]=2)[N:4]=1.C([N:32](CC)CC)C.N.O. (3) Given the product [F:12][C:2]1[C:3]([C:8]([NH:10][NH2:11])=[O:9])=[N:4][CH:5]=[CH:6][CH:7]=1, predict the reactants needed to synthesize it. The reactants are: C[C:2]1[C:3]([C:8]([NH:10][NH2:11])=[O:9])=[N:4][CH:5]=[CH:6][CH:7]=1.[F:12]C1C(C(OC)=O)=NC=CC=1.CC1N=C(C(OCC)=O)C=CC=1. (4) The reactants are: [CH2:1]([O:5][C:6](Cl)=[O:7])[CH:2]([CH3:4])[CH3:3].CCN(CC)CC.FC(F)(F)C([O-])=O.C([O:26][C:27]1[CH:32]=[CH:31][C:30]([NH:33][C:34]([C:36]2[CH:41]=[CH:40][C:39]([N:42]3[CH2:47][CH2:46][NH2+:45][CH2:44][CH2:43]3)=[CH:38][CH:37]=2)=[O:35])=[CH:29][CH:28]=1)(=O)C.C(O)C(N)(CO)CO. Given the product [OH:26][C:27]1[CH:32]=[CH:31][C:30]([NH:33][C:34]([C:36]2[CH:41]=[CH:40][C:39]([N:42]3[CH2:47][CH2:46][N:45]([C:6]([O:5][CH2:1][CH:2]([CH3:4])[CH3:3])=[O:7])[CH2:44][CH2:43]3)=[CH:38][CH:37]=2)=[O:35])=[CH:29][CH:28]=1, predict the reactants needed to synthesize it. (5) Given the product [CH3:1][O:2][C:3]([C:5]1[CH:15]=[C:14]([O:16][C:17]2[CH:22]=[N:29][C:20]([C:23](=[O:27])[N:24]([CH3:25])[CH3:26])=[N:19][CH:18]=2)[C:8]2[CH2:9][C:10]([CH3:12])([CH3:13])[O:11][C:7]=2[CH:6]=1)=[O:4], predict the reactants needed to synthesize it. The reactants are: [CH3:1][O:2][C:3]([C:5]1[CH:15]=[C:14]([O:16][C:17]2[CH:18]=[N:19][C:20]([C:23](=[O:27])[N:24]([CH3:26])[CH3:25])=C[CH:22]=2)[C:8]2[CH2:9][C:10]([CH3:13])([CH3:12])[O:11][C:7]=2[CH:6]=1)=[O:4].C[N:29](C)C(C1N=CC(Br)=CN=1)=O.COC(C1C=C(O)C2CC(C)(C)OC=2C=1)=O. (6) The reactants are: [N+:1]([C:4]1[CH:9]=[CH:8][C:7]([NH:10][CH:11]=O)=[CH:6][CH:5]=1)([O-:3])=[O:2].[Cl:13][C:14]1[N:22]=[C:21]2[C:17]([N:18]=[CH:19][N:20]2[CH3:23])=C(Cl)[N:15]=1. Given the product [Cl:13][C:14]1[N:22]=[C:21]2[C:17]([N:18]=[CH:19][N:20]2[CH3:23])=[C:11]([NH:10][C:7]2[CH:8]=[CH:9][C:4]([N+:1]([O-:3])=[O:2])=[CH:5][CH:6]=2)[N:15]=1, predict the reactants needed to synthesize it.